Predict the product of the given reaction. From a dataset of Forward reaction prediction with 1.9M reactions from USPTO patents (1976-2016). (1) Given the reactants [CH3:1][O:2][C:3]1[CH:22]=[CH:21][C:6]([CH2:7][C@@H:8]2[C:12]3=[N:13][C:14]4[CH:19]=[CH:18][CH:17]=[CH:16][C:15]=4[N:11]3[C:10](=[O:20])[NH:9]2)=[CH:5][CH:4]=1.[NH:23]1[CH2:27][CH2:26][CH2:25][CH2:24]1.C(O)(C(F)(F)F)=O, predict the reaction product. The product is: [NH:11]1[C:15]2[CH:16]=[CH:17][CH:18]=[CH:19][C:14]=2[N:13]=[C:12]1[C@H:8]([NH:9][C:10]([N:23]1[CH2:27][CH2:26][CH2:25][CH2:24]1)=[O:20])[CH2:7][C:6]1[CH:5]=[CH:4][C:3]([O:2][CH3:1])=[CH:22][CH:21]=1. (2) Given the reactants FC(F)(F)C(O)=O.[CH:8]1([C:14]2[CH:19]=[CH:18][C:17](/[CH:20]=[C:21](/[C:23]3[CH:27]=[C:26]([CH3:28])[N:25]([CH2:29][C:30]4[CH:31]=[CH:32][C:33]([N:36](CC5C=CC(OC)=C(OC)C=5)[CH3:37])=[N:34][CH:35]=4)[N:24]=3)\[F:22])=[CH:16][CH:15]=2)[CH2:13][CH2:12][CH2:11][CH2:10][CH2:9]1.C(=O)(O)[O-].[Na+], predict the reaction product. The product is: [CH:8]1([C:14]2[CH:15]=[CH:16][C:17](/[CH:20]=[C:21](/[C:23]3[CH:27]=[C:26]([CH3:28])[N:25]([CH2:29][C:30]4[CH:31]=[CH:32][C:33]([NH:36][CH3:37])=[N:34][CH:35]=4)[N:24]=3)\[F:22])=[CH:18][CH:19]=2)[CH2:13][CH2:12][CH2:11][CH2:10][CH2:9]1. (3) Given the reactants [CH3:1][C:2]1[CH:11]=[CH:10][C:9]2[C:4](=[C:5]([CH2:12][C:13]([O:15][CH3:16])=[O:14])[CH:6]=[CH:7][CH:8]=2)[N:3]=1.[H-].[Na+].Br[CH2:20][CH2:21]Cl.O, predict the reaction product. The product is: [CH3:1][C:2]1[CH:11]=[CH:10][C:9]2[C:4](=[C:5]([C:12]3([C:13]([O:15][CH3:16])=[O:14])[CH2:21][CH2:20]3)[CH:6]=[CH:7][CH:8]=2)[N:3]=1. (4) Given the reactants [CH3:1][O:2][C:3](=[O:13])[CH2:4][C:5]1[CH:10]=[C:9]([OH:11])[CH:8]=[C:7]([OH:12])[CH:6]=1.C([O-])([O-])=O.[K+].[K+].[CH2:20](Br)[C:21]1[CH:26]=[CH:25][CH:24]=[CH:23][CH:22]=1.O, predict the reaction product. The product is: [CH3:1][O:2][C:3](=[O:13])[CH2:4][C:5]1[CH:10]=[C:9]([O:11][CH2:20][C:21]2[CH:26]=[CH:25][CH:24]=[CH:23][CH:22]=2)[CH:8]=[C:7]([O:12][CH2:4][C:5]2[CH:10]=[CH:9][CH:8]=[CH:7][CH:6]=2)[CH:6]=1.